This data is from Reaction yield outcomes from USPTO patents with 853,638 reactions. The task is: Predict the reaction yield, written as a fraction of the theoretical maximum amount of product (1.0 means a 100% yield; for example, 0.34 means a 34% yield). (1) The reactants are Br[C:2]1[CH:8]=[C:7]([N+:9]([O-:11])=[O:10])[C:5]([NH2:6])=[C:4]([CH3:12])[CH:3]=1.[B:13]1([B:13]2[O:17][C:16]([CH3:19])([CH3:18])[C:15]([CH3:21])([CH3:20])[O:14]2)[O:17][C:16]([CH3:19])([CH3:18])[C:15]([CH3:21])([CH3:20])[O:14]1.C([O-])(=O)C.[K+]. The catalyst is C([O-])(=O)C.[Pd+2].C([O-])(=O)C.CN(C)C=O. The product is [CH3:12][C:4]1[CH:3]=[C:2]([B:13]2[O:17][C:16]([CH3:19])([CH3:18])[C:15]([CH3:21])([CH3:20])[O:14]2)[CH:8]=[C:7]([N+:9]([O-:11])=[O:10])[C:5]=1[NH2:6]. The yield is 0.880. (2) The reactants are [CH3:1][C:2]1[CH:3]=[N:4][CH:5]=[C:6]([C:8]2[N:9]([C:17]3[CH:22]=[CH:21][C:20]([S:23](C)(=[O:25])=[O:24])=[CH:19][CH:18]=3)[CH:10]=[C:11]([C:13]([F:16])([F:15])[F:14])[N:12]=2)[CH:7]=1.C([Mg]Cl)CCC.C(B(CC)CC)C.C([O-])(=O)C.[Na+].[NH2:45]OS(O)(=O)=O. The catalyst is C1COCC1.O. The product is [CH3:1][C:2]1[CH:7]=[C:6]([C:8]2[N:9]([C:17]3[CH:22]=[CH:21][C:20]([S:23]([NH2:45])(=[O:25])=[O:24])=[CH:19][CH:18]=3)[CH:10]=[C:11]([C:13]([F:16])([F:15])[F:14])[N:12]=2)[CH:5]=[N:4][CH:3]=1. The yield is 0.0800. (3) The reactants are [O:1]1[CH2:4][CH:3]([CH:5]2[C:14]3[C:9](=[CH:10][CH:11]=[CH:12][CH:13]=3)[N:8]([CH2:15][C:16]([NH2:18])=O)[CH2:7][CH2:6]2)[CH2:2]1.[H-].[Al+3].[Li+].[H-].[H-].[H-].[OH-].[Na+].[O-]S([O-])(=O)=O.[Mg+2]. The catalyst is C1COCC1.O. The product is [O:1]1[CH2:4][CH:3]([CH:5]2[C:14]3[C:9](=[CH:10][CH:11]=[CH:12][CH:13]=3)[N:8]([CH2:15][CH2:16][NH2:18])[CH2:7][CH2:6]2)[CH2:2]1. The yield is 0.380. (4) The reactants are [CH2:1]([C:3]1[C:13]2[NH:12][C:11](=[O:14])[CH2:10][N+:9]([O-])=[C:8]([C:16]3[CH:21]=[CH:20][CH:19]=[CH:18][C:17]=3[F:22])[C:7]=2[CH:6]=[CH:5][CH:4]=1)[CH3:2].[C:23]([O:26]C(=O)C)(=[O:25])[CH3:24]. The catalyst is C(Cl)(Cl)Cl. The product is [C:23]([O:26][CH:10]1[N:9]=[C:8]([C:16]2[CH:21]=[CH:20][CH:19]=[CH:18][C:17]=2[F:22])[C:7]2[CH:6]=[CH:5][CH:4]=[C:3]([CH2:1][CH3:2])[C:13]=2[NH:12][C:11]1=[O:14])(=[O:25])[CH3:24]. The yield is 0.613. (5) The product is [F:18][C:15]([F:16])([F:17])[C:13]1[CH:12]=[N:11][N:10]([C:7]2[N:8]=[CH:9][C:4]([NH2:1])=[CH:5][N:6]=2)[CH:14]=1. The catalyst is C(OCC)(=O)C.[Pd]. The yield is 0.980. The reactants are [N+:1]([C:4]1[CH:5]=[N:6][C:7]([N:10]2[CH:14]=[C:13]([C:15]([F:18])([F:17])[F:16])[CH:12]=[N:11]2)=[N:8][CH:9]=1)([O-])=O. (6) The yield is 0.840. The catalyst is O. The product is [Br:4][C:5]1[CH:6]=[C:7]([CH:11]=[C:12]([F:14])[CH:13]=1)[C:8]([O:10][CH2:1][CH3:2])=[O:9]. The reactants are [CH2:1](O)[CH3:2].[Br:4][C:5]1[CH:6]=[C:7]([CH:11]=[C:12]([F:14])[CH:13]=1)[C:8]([OH:10])=[O:9].S(=O)(=O)(O)O. (7) The reactants are Br[C:2]1[CH:7]=[CH:6][C:5]([S:8]([NH:11][C:12]2[S:16][N:15]=[CH:14][N:13]=2)(=[O:10])=[O:9])=[CH:4][CH:3]=1.[C:17]([O:21][C:22](=[O:30])[NH:23][CH:24]1[CH2:29][CH2:28][NH:27][CH2:26][CH2:25]1)([CH3:20])([CH3:19])[CH3:18].P.CC([O-])(C)C.[Na+].Cl. The catalyst is C1C=CC(/C=C/C(/C=C/C2C=CC=CC=2)=O)=CC=1.C1C=CC(/C=C/C(/C=C/C2C=CC=CC=2)=O)=CC=1.C1C=CC(/C=C/C(/C=C/C2C=CC=CC=2)=O)=CC=1.[Pd].[Pd].CCOC(C)=O.O.C1(C)C=CC=CC=1. The product is [S:16]1[C:12]([NH:11][S:8]([C:5]2[CH:6]=[CH:7][C:2]([N:27]3[CH2:26][CH2:25][CH:24]([NH:23][C:22](=[O:30])[O:21][C:17]([CH3:19])([CH3:18])[CH3:20])[CH2:29][CH2:28]3)=[CH:3][CH:4]=2)(=[O:10])=[O:9])=[N:13][CH:14]=[N:15]1. The yield is 0.700. (8) The reactants are Cl[CH2:2][C:3]1[CH:13]=[CH:12][C:6]2[O:7][C:8]([F:11])([F:10])[O:9][C:5]=2[CH:4]=1.[C-:14]#[N:15].[Na+].O.CC(OC)(C)C. The catalyst is CS(C)=O. The product is [F:10][C:8]1([F:11])[O:7][C:6]2[CH:12]=[CH:13][C:3]([CH2:2][C:14]#[N:15])=[CH:4][C:5]=2[O:9]1. The yield is 0.950. (9) The reactants are Br[C:2]1[CH:3]=[C:4]([C:9]2[CH:14]=[CH:13][C:12]([C:15]([O:17][CH2:18][CH3:19])=[O:16])=[CH:11][CH:10]=2)[CH:5]=[CH:6][C:7]=1[OH:8].[C:20]([C:24]1[CH:25]=[C:26](B(O)O)[CH:27]=[CH:28][C:29]=1[N:30]([CH2:33][CH3:34])[CH2:31][CH3:32])([CH3:23])([CH3:22])[CH3:21].C(=O)([O-])[O-].[K+].[K+].O. The catalyst is C1(C)C=CC=CC=1.C1C=CC([P]([Pd]([P](C2C=CC=CC=2)(C2C=CC=CC=2)C2C=CC=CC=2)([P](C2C=CC=CC=2)(C2C=CC=CC=2)C2C=CC=CC=2)[P](C2C=CC=CC=2)(C2C=CC=CC=2)C2C=CC=CC=2)(C2C=CC=CC=2)C2C=CC=CC=2)=CC=1. The product is [C:20]([C:24]1[CH:25]=[C:26]([C:2]2[CH:3]=[C:4]([C:9]3[CH:14]=[CH:13][C:12]([C:15]([O:17][CH2:18][CH3:19])=[O:16])=[CH:11][CH:10]=3)[CH:5]=[CH:6][C:7]=2[OH:8])[CH:27]=[CH:28][C:29]=1[N:30]([CH2:33][CH3:34])[CH2:31][CH3:32])([CH3:23])([CH3:21])[CH3:22]. The yield is 0.160. (10) The reactants are [Br:1][C:2]1[CH:3]=[C:4]([C:8]([NH:11][C:12]2[CH:17]=[CH:16][C:15]([I:18])=[CH:14][C:13]=2[F:19])=[CH:9][N:10]=1)[C:5]([OH:7])=O.C(N1C=CN=C1)(N1C=CN=C1)=O.[CH3:32][C:33]1([CH3:41])[O:37][CH:36]([CH2:38][O:39][NH2:40])[CH2:35][O:34]1.O. The catalyst is CN(C=O)C. The product is [Br:1][C:2]1[CH:3]=[C:4]([C:8]([NH:11][C:12]2[CH:17]=[CH:16][C:15]([I:18])=[CH:14][C:13]=2[F:19])=[CH:9][N:10]=1)[C:5]([NH:40][O:39][CH2:38][C@H:36]1[CH2:35][O:34][C:33]([CH3:41])([CH3:32])[O:37]1)=[O:7]. The yield is 0.550.